Dataset: Aqueous solubility values for 9,982 compounds from the AqSolDB database. Task: Regression/Classification. Given a drug SMILES string, predict its absorption, distribution, metabolism, or excretion properties. Task type varies by dataset: regression for continuous measurements (e.g., permeability, clearance, half-life) or binary classification for categorical outcomes (e.g., BBB penetration, CYP inhibition). For this dataset (solubility_aqsoldb), we predict Y. (1) The drug is ClCc1ccc(Cl)cc1Cl. The Y is -3.51 log mol/L. (2) The drug is COc1cnc2cncnc2n1. The Y is -0.910 log mol/L. (3) The molecule is CI. The Y is -1.21 log mol/L. (4) The drug is [Ni+2].[O-][Mo+2]([O-])([O-])[O-]. The Y is -1.67 log mol/L. (5) The compound is FC(F)(F)C(F)(F)C(F)(F)C(F)(F)C(F)(F)C(F)(F)CCI. The Y is -7.19 log mol/L. (6) The compound is CCCCC(CC)CO[N+](=O)[O-]. The Y is -4.15 log mol/L.